From a dataset of Full USPTO retrosynthesis dataset with 1.9M reactions from patents (1976-2016). Predict the reactants needed to synthesize the given product. (1) Given the product [Br:1][C:2]1[S:6][C:5]2=[N:7][C:10]([C:12]3[O:20][C:19]4[CH:18]=[CH:17][N:16]=[C:15]([Cl:21])[C:14]=4[CH:13]=3)=[CH:9][N:4]2[N:3]=1, predict the reactants needed to synthesize it. The reactants are: [Br:1][C:2]1[S:6][C:5]([NH2:7])=[N:4][N:3]=1.Br[CH2:9][C:10]([C:12]1[O:20][C:19]2[CH:18]=[CH:17][N:16]=[C:15]([Cl:21])[C:14]=2[CH:13]=1)=O. (2) Given the product [CH3:1][N:2]([CH3:19])[CH2:3][CH2:4][N:5]1[CH2:11][CH2:10][CH2:9][C:8]2[NH:12][C:13]([CH:16]=[C:24]3[C:23]4[C:27](=[C:28]([NH:30][CH:31]=[O:32])[CH:29]=[C:21]([F:20])[CH:22]=4)[NH:26][C:25]3=[O:33])=[C:14]([CH3:15])[C:7]=2[C:6]1=[O:18], predict the reactants needed to synthesize it. The reactants are: [CH3:1][N:2]([CH3:19])[CH2:3][CH2:4][N:5]1[CH2:11][CH2:10][CH2:9][C:8]2[NH:12][C:13]([CH:16]=O)=[C:14]([CH3:15])[C:7]=2[C:6]1=[O:18].[F:20][C:21]1[CH:22]=[C:23]2[C:27](=[C:28]([NH:30][CH:31]=[O:32])[CH:29]=1)[NH:26][C:25](=[O:33])[CH2:24]2. (3) Given the product [Cl:19][C:13]1[CH:14]=[C:15]([Cl:18])[CH:16]=[CH:17][C:12]=1[C:10]1[N:11]=[C:7]([CH2:6][C:5]2[CH:34]=[CH:35][C:2]([C:45]3[CH:44]=[CH:43][CH:42]=[C:41]([O:40][CH2:39][CH2:38][C:37]([CH3:51])([CH3:50])[CH3:36])[CH:46]=3)=[CH:3][CH:4]=2)[N:8]([C:20]2[CH:21]=[C:22]([N:26]3[S:30](=[O:32])(=[O:31])[NH:29][C:28](=[O:33])[CH2:27]3)[CH:23]=[CH:24][CH:25]=2)[CH:9]=1, predict the reactants needed to synthesize it. The reactants are: Br[C:2]1[CH:35]=[CH:34][C:5]([CH2:6][C:7]2[N:8]([C:20]3[CH:21]=[C:22]([N:26]4[S:30](=[O:32])(=[O:31])[NH:29][C:28](=[O:33])[CH2:27]4)[CH:23]=[CH:24][CH:25]=3)[CH:9]=[C:10]([C:12]3[CH:17]=[CH:16][C:15]([Cl:18])=[CH:14][C:13]=3[Cl:19])[N:11]=2)=[CH:4][CH:3]=1.[CH3:36][C:37]([CH3:51])([CH3:50])[CH2:38][CH2:39][O:40][C:41]1[CH:42]=[C:43](B(O)O)[CH:44]=[CH:45][CH:46]=1. (4) Given the product [CH:1]1[C:13]2[CH:12]([CH2:14][O:15][C:16]([N:18]3[CH2:23][C@@H:22]([C:24](=[O:53])[NH:25][CH2:26][C:27]4([CH2:41][CH2:42][CH2:43][CH2:44][O:45][Si:46]([C:49]([CH3:50])([CH3:51])[CH3:52])([CH3:48])[CH3:47])[C:40]5[CH:39]=[CH:38][CH:37]=[CH:36][C:35]=5[O:34][C:33]5[C:28]4=[CH:29][CH:30]=[CH:31][CH:32]=5)[CH2:21][C@@H:20]([NH2:54])[CH2:19]3)=[O:17])[C:11]3[C:6](=[CH:7][CH:8]=[CH:9][CH:10]=3)[C:5]=2[CH:4]=[CH:3][CH:2]=1, predict the reactants needed to synthesize it. The reactants are: [CH:1]1[C:13]2[CH:12]([CH2:14][O:15][C:16]([N:18]3[CH2:23][C@@H:22]([C:24](=[O:53])[NH:25][CH2:26][C:27]4([CH2:41][CH2:42][CH2:43][CH2:44][O:45][Si:46]([C:49]([CH3:52])([CH3:51])[CH3:50])([CH3:48])[CH3:47])[C:40]5[CH:39]=[CH:38][CH:37]=[CH:36][C:35]=5[O:34][C:33]5[C:28]4=[CH:29][CH:30]=[CH:31][CH:32]=5)[CH2:21][C@@H:20]([NH:54]C(OC(C)(C)C)=O)[CH2:19]3)=[O:17])[C:11]3[C:6](=[CH:7][CH:8]=[CH:9][CH:10]=3)[C:5]=2[CH:4]=[CH:3][CH:2]=1.N1C(C)=CC=CC=1C.[Si](OS(C(F)(F)F)(=O)=O)(C)(C)C.C([O-])(O)=O.[Na+]. (5) Given the product [N:20]([C:2]([CH3:14])([CH3:1])[CH2:3][C:4]1[CH:9]=[CH:8][C:7]([C:10]([F:13])([F:12])[F:11])=[CH:6][CH:5]=1)=[N+:21]=[N-:22], predict the reactants needed to synthesize it. The reactants are: [CH3:1][C:2](O)([CH3:14])[CH2:3][C:4]1[CH:9]=[CH:8][C:7]([C:10]([F:13])([F:12])[F:11])=[CH:6][CH:5]=1.C[Si]([N:20]=[N+:21]=[N-:22])(C)C.